From a dataset of Peptide-MHC class II binding affinity with 134,281 pairs from IEDB. Regression. Given a peptide amino acid sequence and an MHC pseudo amino acid sequence, predict their binding affinity value. This is MHC class II binding data. The peptide sequence is ATISATPESATPFPH. The MHC is DRB1_1201 with pseudo-sequence DRB1_1201. The binding affinity (normalized) is 0.356.